Dataset: NCI-60 drug combinations with 297,098 pairs across 59 cell lines. Task: Regression. Given two drug SMILES strings and cell line genomic features, predict the synergy score measuring deviation from expected non-interaction effect. (1) Drug 1: CC1=C(C(CCC1)(C)C)C=CC(=CC=CC(=CC(=O)O)C)C. Drug 2: C1CN(CCN1C(=O)CCBr)C(=O)CCBr. Cell line: COLO 205. Synergy scores: CSS=17.1, Synergy_ZIP=-7.47, Synergy_Bliss=-0.147, Synergy_Loewe=-5.79, Synergy_HSA=-0.488. (2) Drug 1: C1C(C(OC1N2C=C(C(=O)NC2=O)F)CO)O. Drug 2: C(CN)CNCCSP(=O)(O)O. Cell line: RXF 393. Synergy scores: CSS=-4.76, Synergy_ZIP=1.96, Synergy_Bliss=0.476, Synergy_Loewe=-2.45, Synergy_HSA=-2.48. (3) Cell line: ACHN. Drug 1: CN(C)N=NC1=C(NC=N1)C(=O)N. Synergy scores: CSS=28.7, Synergy_ZIP=-2.43, Synergy_Bliss=3.60, Synergy_Loewe=-13.0, Synergy_HSA=7.31. Drug 2: C1=NC(=NC(=O)N1C2C(C(C(O2)CO)O)O)N. (4) Drug 1: C1CCC(CC1)NC(=O)N(CCCl)N=O. Drug 2: C1=CC=C(C=C1)NC(=O)CCCCCCC(=O)NO. Cell line: A549. Synergy scores: CSS=25.8, Synergy_ZIP=-7.35, Synergy_Bliss=1.98, Synergy_Loewe=-1.31, Synergy_HSA=1.73. (5) Drug 1: CC1C(C(CC(O1)OC2CC(CC3=C2C(=C4C(=C3O)C(=O)C5=C(C4=O)C(=CC=C5)OC)O)(C(=O)C)O)N)O.Cl. Drug 2: CNC(=O)C1=NC=CC(=C1)OC2=CC=C(C=C2)NC(=O)NC3=CC(=C(C=C3)Cl)C(F)(F)F. Cell line: NCIH23. Synergy scores: CSS=37.3, Synergy_ZIP=1.83, Synergy_Bliss=3.69, Synergy_Loewe=-3.01, Synergy_HSA=6.38. (6) Cell line: UACC62. Synergy scores: CSS=36.9, Synergy_ZIP=-1.16, Synergy_Bliss=-1.53, Synergy_Loewe=-16.8, Synergy_HSA=0.682. Drug 2: CN(CC1=CN=C2C(=N1)C(=NC(=N2)N)N)C3=CC=C(C=C3)C(=O)NC(CCC(=O)O)C(=O)O. Drug 1: C1=CC=C(C=C1)NC(=O)CCCCCCC(=O)NO. (7) Drug 1: CC1CCC2CC(C(=CC=CC=CC(CC(C(=O)C(C(C(=CC(C(=O)CC(OC(=O)C3CCCCN3C(=O)C(=O)C1(O2)O)C(C)CC4CCC(C(C4)OC)O)C)C)O)OC)C)C)C)OC. Drug 2: CCN(CC)CCNC(=O)C1=C(NC(=C1C)C=C2C3=C(C=CC(=C3)F)NC2=O)C. Cell line: SNB-19. Synergy scores: CSS=16.2, Synergy_ZIP=-0.433, Synergy_Bliss=3.48, Synergy_Loewe=-5.29, Synergy_HSA=3.89. (8) Drug 1: C1=CN(C(=O)N=C1N)C2C(C(C(O2)CO)O)O.Cl. Drug 2: C1CC(C1)(C(=O)O)C(=O)O.[NH2-].[NH2-].[Pt+2]. Cell line: SK-MEL-5. Synergy scores: CSS=21.9, Synergy_ZIP=-8.28, Synergy_Bliss=-3.82, Synergy_Loewe=-3.23, Synergy_HSA=1.15. (9) Drug 1: CS(=O)(=O)CCNCC1=CC=C(O1)C2=CC3=C(C=C2)N=CN=C3NC4=CC(=C(C=C4)OCC5=CC(=CC=C5)F)Cl. Drug 2: CC(C)NC(=O)C1=CC=C(C=C1)CNNC.Cl. Cell line: DU-145. Synergy scores: CSS=0.609, Synergy_ZIP=0.850, Synergy_Bliss=6.19, Synergy_Loewe=-4.84, Synergy_HSA=0.769. (10) Drug 1: CCC1=C2CN3C(=CC4=C(C3=O)COC(=O)C4(CC)O)C2=NC5=C1C=C(C=C5)O. Drug 2: C1CC(=O)NC(=O)C1N2C(=O)C3=CC=CC=C3C2=O. Cell line: U251. Synergy scores: CSS=31.6, Synergy_ZIP=0.613, Synergy_Bliss=-0.591, Synergy_Loewe=-57.9, Synergy_HSA=-3.17.